The task is: Predict the reactants needed to synthesize the given product.. This data is from Full USPTO retrosynthesis dataset with 1.9M reactions from patents (1976-2016). (1) Given the product [OH:1][C:2]1[C:7](=[O:8])[CH:6]=[CH:5][N:4]([CH3:9])[C:3]=1[CH:10]([N:16]1[CH2:21][CH2:20][CH2:19][CH2:18][CH2:17]1)[C:11]([F:14])([F:13])[F:12], predict the reactants needed to synthesize it. The reactants are: [OH:1][C:2]1[C:7](=[O:8])[CH:6]=[CH:5][N:4]([CH3:9])[C:3]=1[CH:10](O)[C:11]([F:14])([F:13])[F:12].[NH:16]1[CH2:21][CH2:20][CH2:19][CH2:18][CH2:17]1. (2) Given the product [CH:25]1([CH2:31][N:20]2[CH2:19][CH2:18][C:17]3[C:22](=[CH:23][CH:24]=[C:15]([N:12]4[CH2:11][CH2:10][N:9]([CH:4]5[CH2:8][CH2:7][CH2:6][CH2:5]5)[CH2:14][CH2:13]4)[CH:16]=3)[CH2:21]2)[CH2:30][CH2:29][CH2:28][CH2:27][CH2:26]1, predict the reactants needed to synthesize it. The reactants are: Cl.Cl.Cl.[CH:4]1([N:9]2[CH2:14][CH2:13][N:12]([C:15]3[CH:16]=[C:17]4[C:22](=[CH:23][CH:24]=3)[CH2:21][NH:20][CH2:19][CH2:18]4)[CH2:11][CH2:10]2)[CH2:8][CH2:7][CH2:6][CH2:5]1.[CH:25]1([CH:31]=O)[CH2:30][CH2:29][CH2:28][CH2:27][CH2:26]1.C(O[BH-](OC(=O)C)OC(=O)C)(=O)C.[Na+].C(=O)([O-])[O-].[Na+].[Na+]. (3) Given the product [C:24]([N:20]1[CH2:21][CH2:22][C:17]2[S:16][C:15]([C:12]3[CH:11]=[CH:10][C:9]([O:8][CH2:1][C:2]4[CH:3]=[CH:4][CH:5]=[CH:6][CH:7]=4)=[CH:14][CH:13]=3)=[N:23][C:18]=2[CH2:19]1)(=[O:26])[CH3:25], predict the reactants needed to synthesize it. The reactants are: [CH2:1]([O:8][C:9]1[CH:14]=[CH:13][C:12]([C:15]2[S:16][C:17]3[CH2:22][CH2:21][NH:20][CH2:19][C:18]=3[N:23]=2)=[CH:11][CH:10]=1)[C:2]1[CH:7]=[CH:6][CH:5]=[CH:4][CH:3]=1.[C:24](OC(=O)C)(=[O:26])[CH3:25].O. (4) Given the product [F:33][C:31]([F:32])([F:34])[C:28]1[CH:29]=[CH:30][C:25]([O:24][C:21]2[CH:22]=[CH:23][C:18]([O:17][C:15]([N:10]3[CH2:9][CH2:8][CH:7]([N:6]([CH:3]([CH3:5])[CH3:4])[CH3:13])[CH2:12][CH2:11]3)=[O:16])=[CH:19][CH:20]=2)=[N:26][CH:27]=1, predict the reactants needed to synthesize it. The reactants are: Cl.Cl.[CH:3]([N:6]([CH3:13])[CH:7]1[CH2:12][CH2:11][NH:10][CH2:9][CH2:8]1)([CH3:5])[CH3:4].Cl[C:15]([O:17][C:18]1[CH:23]=[CH:22][C:21]([O:24][C:25]2[CH:30]=[CH:29][C:28]([C:31]([F:34])([F:33])[F:32])=[CH:27][N:26]=2)=[CH:20][CH:19]=1)=[O:16]. (5) Given the product [CH3:9][O:8][C:5]1[CH:6]=[CH:7][C:2]([C:1]([NH:12][C:13]2[CH:18]=[CH:17][CH:16]=[CH:15][CH:14]=2)=[O:10])=[CH:3][CH:4]=1, predict the reactants needed to synthesize it. The reactants are: [C:1](Cl)(=[O:10])[C:2]1[CH:7]=[CH:6][C:5]([O:8][CH3:9])=[CH:4][CH:3]=1.[NH2:12][C:13]1[CH:18]=[CH:17][CH:16]=[CH:15][CH:14]=1.C(N(C(C)C)CC)(C)C.C(OCC)(=O)C. (6) Given the product [Br:1][C:2]1[C:3]([F:14])=[C:4]2[C:5]([C:10](=[O:16])[C:9](=[O:13])[NH:8]2)=[CH:6][CH:7]=1, predict the reactants needed to synthesize it. The reactants are: [Br:1][C:2]1[C:3]([F:14])=[C:4]([NH:8][C:9](=[O:13])[CH:10]=NO)[CH:5]=[CH:6][CH:7]=1.S(=O)(=O)(O)[OH:16]. (7) Given the product [CH:2]1([CH2:1][C@@H:8]2[C@@H:16]([O:17][CH2:18][CH:19]([CH3:21])[CH3:20])[C@H:15]([CH3:22])[O:14][C:13](=[O:23])[C@@H:12]([NH:24][C:25](=[O:26])[C:27]3[C:32]([OH:33])=[C:31]([O:34][CH3:35])[CH:30]=[CH:29][N:28]=3)[CH2:11][O:10][CH2:9]2)[CH2:3][CH2:4][CH2:5][CH2:6][CH2:7]1, predict the reactants needed to synthesize it. The reactants are: [CH2:1]([C@@H:8]1[C@@H:16]([O:17][CH2:18][CH:19]([CH3:21])[CH3:20])[C@H:15]([CH3:22])[O:14][C:13](=[O:23])[C@@H:12]([NH:24][C:25]([C:27]2[C:32]([OH:33])=[C:31]([O:34][CH3:35])[CH:30]=[CH:29][N:28]=2)=[O:26])[CH2:11][O:10][CH2:9]1)[C:2]1[CH:7]=[CH:6][CH:5]=[CH:4][CH:3]=1. (8) The reactants are: [CH2:1]([O:8][C:9]1[CH:14]=[CH:13][C:12]([N:15]([CH3:57])[C:16]([C:18]2[CH:19]=[C:20]([C:25]3[CH:26]=[C:27]4[C:32](=[CH:33][C:34]=3[C:35]([N:37]3[C@H:46]([CH2:47][N:48]5[CH2:53][CH2:52][O:51][CH2:50][CH2:49]5)[CH2:45][C:44]5[C:39](=[CH:40][CH:41]=[CH:42][CH:43]=5)[CH2:38]3)=[O:36])[CH2:31][N:30]([C:54](Cl)=[O:55])[CH2:29][CH2:28]4)[N:21]([CH3:24])[C:22]=2[CH3:23])=[O:17])=[CH:11][CH:10]=1)[C:2]1[CH:7]=[CH:6][CH:5]=[CH:4][CH:3]=1.C(=O)([O-])[O-].[K+].[K+].[OH:64][C:65]1[CH:66]=[C:67]([CH:78]=[CH:79][CH:80]=1)[C:68]([O:70][CH2:71][C:72]1[CH:77]=[CH:76][CH:75]=[CH:74][CH:73]=1)=[O:69]. Given the product [CH2:1]([O:8][C:9]1[CH:14]=[CH:13][C:12]([N:15]([CH3:57])[C:16]([C:18]2[CH:19]=[C:20]([C:25]3[CH:26]=[C:27]4[C:32](=[CH:33][C:34]=3[C:35]([N:37]3[C@H:46]([CH2:47][N:48]5[CH2:53][CH2:52][O:51][CH2:50][CH2:49]5)[CH2:45][C:44]5[C:39](=[CH:40][CH:41]=[CH:42][CH:43]=5)[CH2:38]3)=[O:36])[CH2:31][N:30]([C:54]([O:64][C:65]3[CH:80]=[CH:79][CH:78]=[C:67]([C:68]([O:70][CH2:71][C:72]5[CH:73]=[CH:74][CH:75]=[CH:76][CH:77]=5)=[O:69])[CH:66]=3)=[O:55])[CH2:29][CH2:28]4)[N:21]([CH3:24])[C:22]=2[CH3:23])=[O:17])=[CH:11][CH:10]=1)[C:2]1[CH:7]=[CH:6][CH:5]=[CH:4][CH:3]=1, predict the reactants needed to synthesize it. (9) Given the product [Cl:1][C:2]1[C:11]([C:12]([NH:40][S:37]([C:36]2[C:31](=[O:30])[NH:32][CH:33]=[CH:34][CH:35]=2)(=[O:39])=[O:38])=[O:14])=[CH:10][C:9]2[C:4](=[CH:5][CH:6]=[C:7]([O:21][CH3:20])[CH:8]=2)[N:3]=1, predict the reactants needed to synthesize it. The reactants are: [Cl:1][C:2]1[C:11]([C:12]([OH:14])=O)=[CH:10][C:9]2[C:4](=[CH:5][CH:6]=[CH:7][CH:8]=2)[N:3]=1.C1N=CN([C:20](N2C=NC=C2)=[O:21])C=1.[H-].[Na+].C[O:30][C:31]1[C:36]([S:37]([NH2:40])(=[O:39])=[O:38])=[CH:35][CH:34]=[CH:33][N:32]=1.Cl.